From a dataset of Full USPTO retrosynthesis dataset with 1.9M reactions from patents (1976-2016). Predict the reactants needed to synthesize the given product. (1) Given the product [Cl:20][C:15]1[CH:14]=[C:13]([CH:6]2[CH2:7][CH2:8][C:9](=[O:12])[C:10]3[CH:11]=[C:2]([NH:1][C:28](=[O:30])[CH3:29])[CH:3]=[CH:4][C:5]2=3)[CH:18]=[CH:17][C:16]=1[Cl:19], predict the reactants needed to synthesize it. The reactants are: [NH2:1][C:2]1[CH:11]=[C:10]2[C:5]([CH:6]([C:13]3[CH:18]=[CH:17][C:16]([Cl:19])=[C:15]([Cl:20])[CH:14]=3)[CH2:7][CH2:8][C:9]2=[O:12])=[CH:4][CH:3]=1.C(N(CC)CC)C.[C:28](OC(=O)C)(=[O:30])[CH3:29]. (2) Given the product [CH2:20]([N:12]([CH2:11][C:10]1[CH:9]=[C:8]([C:6]2[CH:5]=[CH:4][N:3]=[C:2]([NH:25][CH2:26][CH2:27][C:28]3[CH:33]=[CH:32][C:31]([OH:34])=[CH:30][CH:29]=3)[N:7]=2)[CH:24]=[CH:23][CH:22]=1)[CH2:13][C:14]1[CH:15]=[N:16][CH:17]=[CH:18][CH:19]=1)[CH3:21], predict the reactants needed to synthesize it. The reactants are: Cl[C:2]1[N:7]=[C:6]([C:8]2[CH:9]=[C:10]([CH:22]=[CH:23][CH:24]=2)[CH2:11][N:12]([CH2:20][CH3:21])[CH2:13][C:14]2[CH:15]=[N:16][CH:17]=[CH:18][CH:19]=2)[CH:5]=[CH:4][N:3]=1.[NH2:25][CH2:26][CH2:27][C:28]1[CH:33]=[CH:32][C:31]([OH:34])=[CH:30][CH:29]=1.